Dataset: Catalyst prediction with 721,799 reactions and 888 catalyst types from USPTO. Task: Predict which catalyst facilitates the given reaction. (1) The catalyst class is: 5. Product: [CH2:1]([N:3]([CH:27]1[CH2:32][CH2:31][N:30]([CH2:40][C:38]2[CH:37]=[CH:36][CH:35]=[C:34]([CH3:33])[N:39]=2)[CH2:29][CH2:28]1)[C:4]1[C:19]2[CH2:18][CH:17]=[CH:16][CH2:15][CH2:14][C:13]3[CH:20]=[C:21]([CH3:25])[NH:22][C:23](=[O:24])[C:12]=3[CH2:11][NH:10][C:9](=[O:26])[C:8]=2[CH:7]=[CH:6][CH:5]=1)[CH3:2]. Reactant: [CH2:1]([N:3]([CH:27]1[CH2:32][CH2:31][NH:30][CH2:29][CH2:28]1)[C:4]1[C:19]2[CH2:18][CH:17]=[CH:16][CH2:15][CH2:14][C:13]3[CH:20]=[C:21]([CH3:25])[NH:22][C:23](=[O:24])[C:12]=3[CH2:11][NH:10][C:9](=[O:26])[C:8]=2[CH:7]=[CH:6][CH:5]=1)[CH3:2].[CH3:33][C:34]1[N:39]=[C:38]([CH:40]=O)[CH:37]=[CH:36][CH:35]=1.CC(O)=O.[BH3-]C#N.[Na+]. (2) Product: [CH2:1]([C:3]1[CH:8]=[C:7]([O:9][CH2:22][CH2:23][C:24]2[N:25]=[C:26]([C:30]3[CH:35]=[CH:34][C:33]([F:36])=[CH:32][CH:31]=3)[O:27][C:28]=2[CH3:29])[CH:6]=[CH:5][C:4]=1[CH2:10][CH2:11][C:12]([O:14][CH2:15][CH3:16])=[O:13])[CH3:2]. The catalyst class is: 10. Reactant: [CH2:1]([C:3]1[CH:8]=[C:7]([OH:9])[CH:6]=[CH:5][C:4]=1[CH2:10][CH2:11][C:12]([O:14][CH2:15][CH3:16])=[O:13])[CH3:2].CS(O[CH2:22][CH2:23][C:24]1[N:25]=[C:26]([C:30]2[CH:35]=[CH:34][C:33]([F:36])=[CH:32][CH:31]=2)[O:27][C:28]=1[CH3:29])(=O)=O.C(=O)([O-])[O-].[K+].[K+]. (3) Reactant: C([N:3](CC)CC)C.[Cl-].[NH4+].CCCP(O)(O)=O.[F:17][C:18]1[CH:46]=[CH:45][C:21]([C:22]([N:24]2[CH2:27][C:26]([CH2:31][O:32][C:33]3[CH:42]=[CH:41][C:40]4[C:35](=[CH:36][CH:37]=[C:38]([O:43][CH3:44])[CH:39]=4)[CH:34]=3)([C:28](O)=O)[CH2:25]2)=[O:23])=[CH:20][CH:19]=1. Product: [F:17][C:18]1[CH:46]=[CH:45][C:21]([C:22]([N:24]2[CH2:27][C:26]([CH2:31][O:32][C:33]3[CH:42]=[CH:41][C:40]4[C:35](=[CH:36][CH:37]=[C:38]([O:43][CH3:44])[CH:39]=4)[CH:34]=3)([C:28]#[N:3])[CH2:25]2)=[O:23])=[CH:20][CH:19]=1. The catalyst class is: 7. (4) Reactant: Cl.[Br:2][C:3]1[CH:4]=[C:5]([CH:8]=[CH:9][CH:10]=1)[CH2:6][NH2:7].C([O-])([O-])=O.[Na+].[Na+].[CH:17]1[C:29]2[CH:28]([CH2:30][O:31][C:32](C3CC(=O)N(O)C3=O)=[O:33])[C:27]3[C:22](=[CH:23][CH:24]=[CH:25][CH:26]=3)[C:21]=2[CH:20]=[CH:19][CH:18]=1. Product: [CH:17]1[C:29]2[CH:28]([CH2:30][O:31][C:32](=[O:33])[NH:7][CH2:6][C:5]3[CH:8]=[CH:9][CH:10]=[C:3]([Br:2])[CH:4]=3)[C:27]3[C:22](=[CH:23][CH:24]=[CH:25][CH:26]=3)[C:21]=2[CH:20]=[CH:19][CH:18]=1. The catalyst class is: 258. (5) Reactant: Br[CH2:2][C:3]([NH:5][CH2:6][C:7]#[CH:8])=[O:4].[CH3:9][N:10]1[CH2:15][CH2:14][NH:13][CH2:12][CH2:11]1. Product: [CH3:9][N:10]1[CH2:15][CH2:14][N:13]([CH2:2][C:3]([NH:5][CH2:6][C:7]#[CH:8])=[O:4])[CH2:12][CH2:11]1. The catalyst class is: 2. (6) Reactant: C(O[C:6]([N:8](C)[C@H:9]([C:11]([NH:13][C@@H:14]([CH:29]1[CH2:34][CH2:33][CH2:32][CH2:31][CH2:30]1)[C:15]([N:17]1[C@H:22]([C:23]([OH:25])=O)[CH2:21][N:20]2[CH2:26][CH2:27][CH2:28][C@@H:19]2[CH2:18]1)=[O:16])=[O:12])[CH3:10])=O)(C)(C)C.[C@H:36]1([NH2:46])[C:45]2[C:40](=[CH:41][CH:42]=[CH:43][CH:44]=2)[CH2:39][CH2:38][CH2:37]1.[Cl-:47].COC1N=C(OC)N=C([N+]2(C)CCOCC2)N=1.CN1CCOCC1.C(OCC)(=O)C.Cl. Product: [ClH:47].[ClH:47].[CH:29]1([C@H:14]([NH:13][C:11](=[O:12])[C@H:9]([CH3:10])[NH:8][CH3:6])[C:15]([N:17]2[C@H:22]([C:23]([NH:46][C@H:36]3[C:45]4[C:40](=[CH:41][CH:42]=[CH:43][CH:44]=4)[CH2:39][CH2:38][CH2:37]3)=[O:25])[CH2:21][N:20]3[CH2:26][CH2:27][CH2:28][C@@H:19]3[CH2:18]2)=[O:16])[CH2:34][CH2:33][CH2:32][CH2:31][CH2:30]1. The catalyst class is: 54. (7) The catalyst class is: 93. Reactant: C[Al](C)C.CO[C:7]([C:9]1[S:10][CH:11]=[CH:12][C:13]=1[NH:14][C:15]1[C:16]2[C:23]([CH3:24])=[CH:22][NH:21][C:17]=2[N:18]=[CH:19][N:20]=1)=[O:8].[Cl:25][C:26]1[CH:27]=[C:28]([CH:31]=[CH:32][CH:33]=1)[CH2:29][NH2:30]. Product: [Cl:25][C:26]1[CH:27]=[C:28]([CH:31]=[CH:32][CH:33]=1)[CH2:29][NH:30][C:7]([C:9]1[S:10][CH:11]=[CH:12][C:13]=1[NH:14][C:15]1[C:16]2[C:23]([CH3:24])=[CH:22][NH:21][C:17]=2[N:18]=[CH:19][N:20]=1)=[O:8].